The task is: Predict the reaction yield, written as a fraction of the theoretical maximum amount of product (1.0 means a 100% yield; for example, 0.34 means a 34% yield).. This data is from Buchwald-Hartwig C-N cross coupling reaction yields with 55,370 reactions. (1) The reactants are Clc1cccnc1.Cc1ccc(N)cc1.O=S(=O)(O[Pd]1c2ccccc2-c2ccccc2N~1)C(F)(F)F.CC(C)c1cc(C(C)C)c(-c2ccccc2P(C(C)(C)C)C(C)(C)C)c(C(C)C)c1.CN(C)C(=NC(C)(C)C)N(C)C.c1ccc2nocc2c1. No catalyst specified. The product is Cc1ccc(Nc2cccnc2)cc1. The yield is 0. (2) The yield is 0.399. The reactants are FC(F)(F)c1ccc(Br)cc1.Cc1ccc(N)cc1.O=S(=O)(O[Pd]1c2ccccc2-c2ccccc2N~1)C(F)(F)F.CC(C)c1cc(C(C)C)c(-c2ccccc2P(C(C)(C)C)C(C)(C)C)c(C(C)C)c1.CN1CCCN2CCCN=C12.c1ccc(CN(Cc2ccccc2)c2ccon2)cc1. No catalyst specified. The product is Cc1ccc(Nc2ccc(C(F)(F)F)cc2)cc1. (3) The reactants are COc1ccc(Cl)cc1.Cc1ccc(N)cc1.O=S(=O)(O[Pd]1c2ccccc2-c2ccccc2N~1)C(F)(F)F.COc1ccc(OC)c(P([C@]23C[C@H]4C[C@H](C[C@H](C4)C2)C3)[C@]23C[C@H]4C[C@H](C[C@H](C4)C2)C3)c1-c1c(C(C)C)cc(C(C)C)cc1C(C)C.CCN=P(N=P(N(C)C)(N(C)C)N(C)C)(N(C)C)N(C)C.CCOC(=O)c1cnoc1. No catalyst specified. The product is COc1ccc(Nc2ccc(C)cc2)cc1. The yield is 0. (4) The reactants are COc1ccc(I)cc1.Cc1ccc(N)cc1.O=S(=O)(O[Pd]1c2ccccc2-c2ccccc2N~1)C(F)(F)F.CC(C)c1cc(C(C)C)c(-c2ccccc2P(C(C)(C)C)C(C)(C)C)c(C(C)C)c1.CN(C)C(=NC(C)(C)C)N(C)C.c1ccc2nocc2c1. No catalyst specified. The product is COc1ccc(Nc2ccc(C)cc2)cc1. The yield is 0.149.